From a dataset of Reaction yield outcomes from USPTO patents with 853,638 reactions. Predict the reaction yield, written as a fraction of the theoretical maximum amount of product (1.0 means a 100% yield; for example, 0.34 means a 34% yield). The reactants are [C:1]([O:5][C:6]([NH:8][C@@H:9]1[CH2:13][CH2:12][N:11]([C:14]2[N:25]=[CH:24][CH:23]=[CH:22][C:15]=2[C:16]([O:18][CH:19]([CH3:21])[CH3:20])=[O:17])[CH2:10]1)=[O:7])([CH3:4])([CH3:3])[CH3:2].[H-].[Na+].Br[CH2:29][CH3:30].O. The catalyst is CN(C=O)C. The product is [C:1]([O:5][C:6]([N:8]([CH2:29][CH3:30])[C@@H:9]1[CH2:13][CH2:12][N:11]([C:14]2[N:25]=[CH:24][CH:23]=[CH:22][C:15]=2[C:16]([O:18][CH:19]([CH3:20])[CH3:21])=[O:17])[CH2:10]1)=[O:7])([CH3:3])([CH3:4])[CH3:2]. The yield is 0.770.